This data is from Reaction yield outcomes from USPTO patents with 853,638 reactions. The task is: Predict the reaction yield, written as a fraction of the theoretical maximum amount of product (1.0 means a 100% yield; for example, 0.34 means a 34% yield). The reactants are Br[C:2]1[C:7](=[O:8])[N:6]([CH2:9][C:10]2[CH:15]=[CH:14][C:13]([C:16]3[C:17]([C:22]#[N:23])=[CH:18][CH:19]=[CH:20][CH:21]=3)=[CH:12][CH:11]=2)[C:5]([CH2:24][CH2:25][CH3:26])=[N:4][C:3]=1[CH2:27][CH3:28].[Si:29]([O:36][CH2:37][C:38]([CH3:50])([CH3:49])[O:39][C:40]1[CH:45]=[CH:44][C:43](B(O)O)=[CH:42][CH:41]=1)([C:32]([CH3:35])([CH3:34])[CH3:33])([CH3:31])[CH3:30].C(=O)([O-])[O-].[Cs+].[Cs+].O1CCOCC1. The catalyst is C(OCC)(=O)C.C1C=CC(P(C2C=CC=CC=2)[C-]2C=CC=C2)=CC=1.C1C=CC(P(C2C=CC=CC=2)[C-]2C=CC=C2)=CC=1.Cl[Pd]Cl.[Fe+2].ClCCl. The product is [Si:29]([O:36][CH2:37][C:38]([CH3:50])([CH3:49])[O:39][C:40]1[CH:41]=[CH:42][C:43]([C:2]2[C:7](=[O:8])[N:6]([CH2:9][C:10]3[CH:15]=[CH:14][C:13]([C:16]4[C:17]([C:22]#[N:23])=[CH:18][CH:19]=[CH:20][CH:21]=4)=[CH:12][CH:11]=3)[C:5]([CH2:24][CH2:25][CH3:26])=[N:4][C:3]=2[CH2:27][CH3:28])=[CH:44][CH:45]=1)([C:32]([CH3:35])([CH3:34])[CH3:33])([CH3:31])[CH3:30]. The yield is 0.850.